From a dataset of Forward reaction prediction with 1.9M reactions from USPTO patents (1976-2016). Predict the product of the given reaction. The product is: [CH3:1][NH:2][CH2:6][CH:5]([C:7]1[O:8][C:9]([C:12]2[CH:17]=[CH:16][CH:15]=[CH:14][CH:13]=2)=[CH:10][CH:11]=1)[OH:4]. Given the reactants [CH3:1][N:2]1[CH2:6][CH:5]([C:7]2[O:8][C:9]([C:12]3[CH:17]=[CH:16][CH:15]=[CH:14][CH:13]=3)=[CH:10][CH:11]=2)[O:4]C1=O.[OH-].[K+].[Na+].[Cl-], predict the reaction product.